Predict the reaction yield, written as a fraction of the theoretical maximum amount of product (1.0 means a 100% yield; for example, 0.34 means a 34% yield). From a dataset of Reaction yield outcomes from USPTO patents with 853,638 reactions. (1) The reactants are [NH2:1][C:2]1[C:11]2[C:6](=[C:7](Br)[CH:8]=[CH:9][CH:10]=2)[N:5]=[N:4][C:3]=1[C:13]([NH:15][CH2:16][CH2:17][CH3:18])=[O:14].[F:19][C:20]1[CH:25]=[CH:24][C:23]([O:26][CH3:27])=[CH:22][C:21]=1B(O)O. No catalyst specified. The product is [NH2:1][C:2]1[C:11]2[C:6](=[C:7]([C:21]3[CH:22]=[C:23]([O:26][CH3:27])[CH:24]=[CH:25][C:20]=3[F:19])[CH:8]=[CH:9][CH:10]=2)[N:5]=[N:4][C:3]=1[C:13]([NH:15][CH2:16][CH2:17][CH3:18])=[O:14]. The yield is 0.830. (2) The product is [N:12]1[C:13]2[C:8](=[C:7]([CH:5]([CH3:6])[CH:2]([NH2:1])[CH2:3][NH2:4])[CH:16]=[CH:15][CH:14]=2)[CH:9]=[CH:10][CH:11]=1. The yield is 0.710. The reactants are [NH2:1][CH:2]([CH:5]([C:7]1[CH:16]=[CH:15][CH:14]=[C:13]2[C:8]=1[CH:9]=[CH:10][CH:11]=[N:12]2)[CH3:6])[C:3]#[N:4].C(N)CN. The catalyst is CO.[Ni].